This data is from Reaction yield outcomes from USPTO patents with 853,638 reactions. The task is: Predict the reaction yield, written as a fraction of the theoretical maximum amount of product (1.0 means a 100% yield; for example, 0.34 means a 34% yield). (1) The reactants are [OH-].[Li+].[Cl:3][C:4]1[CH:9]=[CH:8][C:7]([N+:10]([O-:12])=[O:11])=[CH:6][C:5]=1B(O)O.Cl[C:17]1[C:22]2[CH:23]=[CH:24][S:25][C:21]=2[CH:20]=[CH:19][N:18]=1. The catalyst is C1(C)C=CC=CC=1.C1C=CC([P]([Pd]([P](C2C=CC=CC=2)(C2C=CC=CC=2)C2C=CC=CC=2)([P](C2C=CC=CC=2)(C2C=CC=CC=2)C2C=CC=CC=2)[P](C2C=CC=CC=2)(C2C=CC=CC=2)C2C=CC=CC=2)(C2C=CC=CC=2)C2C=CC=CC=2)=CC=1. The product is [Cl:3][C:4]1[CH:9]=[CH:8][C:7]([N+:10]([O-:12])=[O:11])=[CH:6][C:5]=1[C:17]1[C:22]2[CH:23]=[CH:24][S:25][C:21]=2[CH:20]=[CH:19][N:18]=1. The yield is 0.0700. (2) The reactants are [CH:1](=O)[C:2]1[CH:7]=[CH:6][N:5]=[CH:4][CH:3]=1.[NH2:9][CH:10]1[CH2:13][N:12]([C:14]([C:16]2[CH:17]=[C:18]([CH:31]=[CH:32][C:33]=2[F:34])[CH2:19][C:20]2[C:29]3[C:24](=[CH:25][CH:26]=[CH:27][CH:28]=3)[C:23](=[O:30])[NH:22][N:21]=2)=[O:15])[CH2:11]1.C(O)(=O)C.C(O[BH-](OC(=O)C)OC(=O)C)(=O)C.[Na+]. The catalyst is ClCCCl. The product is [F:34][C:33]1[CH:32]=[CH:31][C:18]([CH2:19][C:20]2[C:29]3[C:24](=[CH:25][CH:26]=[CH:27][CH:28]=3)[C:23](=[O:30])[NH:22][N:21]=2)=[CH:17][C:16]=1[C:14]([N:12]1[CH2:13][CH:10]([NH:9][CH2:1][C:2]2[CH:7]=[CH:6][N:5]=[CH:4][CH:3]=2)[CH2:11]1)=[O:15]. The yield is 0.870. (3) No catalyst specified. The product is [ClH:1].[ClH:30].[ClH:1].[Cl:30][C:31]1[CH:36]=[C:35]([C:2]2[N:3]=[C:4]3[C:9](=[CH:10][CH:11]=2)[N:8]=[CH:7][C:6]([C:12](=[O:14])[CH3:13])=[C:5]3[NH:15][C:16]2[CH:17]=[N:18][C:19]([N:22]3[CH2:26][CH2:25][CH:24]([N:27]([CH3:28])[CH3:29])[CH2:23]3)=[CH:20][CH:21]=2)[CH:34]=[C:33]([F:46])[C:32]=1[OH:47]. The reactants are [Cl:1][C:2]1[N:3]=[C:4]2[C:9](=[CH:10][CH:11]=1)[N:8]=[CH:7][C:6]([C:12](=[O:14])[CH3:13])=[C:5]2[NH:15][C:16]1[CH:17]=[N:18][C:19]([N:22]2[CH2:26][CH2:25][CH:24]([N:27]([CH3:29])[CH3:28])[CH2:23]2)=[CH:20][CH:21]=1.[Cl:30][C:31]1[CH:36]=[C:35](B2OC(C)(C)C(C)(C)O2)[CH:34]=[C:33]([F:46])[C:32]=1[OH:47]. The yield is 0.990. (4) The reactants are [H-].[Na+].[CH3:3][N:4]1[CH2:9][CH2:8][NH:7][C:6](=[O:10])[CH2:5]1.CS(O[CH2:16][CH:17]1[CH2:22][CH2:21][N:20]([C:23]([O:25][C:26]([CH3:29])([CH3:28])[CH3:27])=[O:24])[CH2:19][CH2:18]1)(=O)=O. The catalyst is CN(C=O)C. The product is [CH3:3][N:4]1[CH2:9][CH2:8][N:7]([CH2:16][CH:17]2[CH2:22][CH2:21][N:20]([C:23]([O:25][C:26]([CH3:27])([CH3:29])[CH3:28])=[O:24])[CH2:19][CH2:18]2)[C:6](=[O:10])[CH2:5]1. The yield is 0.200. (5) The reactants are [O:1]([C:8]1[CH:13]=[CH:12][C:11]([C:14]2[C:28]([C:29]([NH2:31])=[O:30])=[C:17]3[NH:18][CH2:19][CH2:20][C@@H:21]([CH:22]4[CH2:27][CH2:26][NH:25][CH2:24][CH2:23]4)[N:16]3[N:15]=2)=[CH:10][CH:9]=1)[C:2]1[CH:7]=[CH:6][CH:5]=[CH:4][CH:3]=1.[C:32]([O:36][C:37]([NH:39][CH2:40][CH2:41][N:42]1[CH2:47][CH2:46][N:45]([CH2:48]/[CH:49]=[CH:50]/[C:51](O)=[O:52])[CH2:44][CH2:43]1)=[O:38])([CH3:35])([CH3:34])[CH3:33].CN(C(ON1N=NC2C=CC=NC1=2)=[N+](C)C)C.F[P-](F)(F)(F)(F)F.CCN(C(C)C)C(C)C. The catalyst is CN(C=O)C.O. The product is [C:29]([C:28]1[C:14]([C:11]2[CH:10]=[CH:9][C:8]([O:1][C:2]3[CH:7]=[CH:6][CH:5]=[CH:4][CH:3]=3)=[CH:13][CH:12]=2)=[N:15][N:16]2[C@H:21]([CH:22]3[CH2:23][CH2:24][N:25]([C:51](=[O:52])/[CH:50]=[CH:49]/[CH2:48][N:45]4[CH2:46][CH2:47][N:42]([CH2:41][CH2:40][NH:39][C:37](=[O:38])[O:36][C:32]([CH3:33])([CH3:35])[CH3:34])[CH2:43][CH2:44]4)[CH2:26][CH2:27]3)[CH2:20][CH2:19][NH:18][C:17]=12)(=[O:30])[NH2:31]. The yield is 0.580. (6) The reactants are [O:1]1[CH:5]=[CH:4][CH:3]=[C:2]1[C:6]([NH2:8])=[O:7].CCN(C(C)C)C(C)C.Br[CH2:19][C:20]([C:22]1[CH:27]=[CH:26][C:25]([Cl:28])=[CH:24][C:23]=1[Cl:29])=O. The catalyst is CN1C(=O)CCC1.Cl. The product is [Cl:29][C:23]1[CH:24]=[C:25]([Cl:28])[CH:26]=[CH:27][C:22]=1[C:20]1[N:8]=[C:6]([C:2]2[O:1][CH:5]=[CH:4][CH:3]=2)[O:7][CH:19]=1. The yield is 0.550. (7) The reactants are [F:1][C:2]1[CH:10]=[CH:9][CH:8]=[C:7]2[C:3]=1[CH2:4][N:5]([C:11]([O:13][C@H:14]1[CH2:31][N:30]3[C@H:16]([C:17](=[O:51])[NH:18][C@:19]4([C:42](=[O:50])[NH:43][S:44]([CH:47]5[CH2:49][CH2:48]5)(=[O:46])=[O:45])[CH2:41][C@H:20]4[CH:21]=[CH:22][CH2:23][O:24][CH2:25][CH2:26][CH2:27][C@H:28]([NH:33][C:34]([O:36][C:37]([CH3:40])([CH3:39])[CH3:38])=[O:35])[C:29]3=[O:32])[CH2:15]1)=[O:12])[CH2:6]2.[H][H].O.S([O-])(O)(=O)=O.[K+]. The catalyst is C(OCC)(=O)C. The product is [F:1][C:2]1[CH:10]=[CH:9][CH:8]=[C:7]2[C:3]=1[CH2:4][N:5]([C:11]([O:13][C@H:14]1[CH2:31][N:30]3[C@H:16]([C:17](=[O:51])[NH:18][C@:19]4([C:42](=[O:50])[NH:43][S:44]([CH:47]5[CH2:49][CH2:48]5)(=[O:45])=[O:46])[CH2:41][C@H:20]4[CH2:21][CH2:22][CH2:23][O:24][CH2:25][CH2:26][CH2:27][C@H:28]([NH:33][C:34]([O:36][C:37]([CH3:39])([CH3:40])[CH3:38])=[O:35])[C:29]3=[O:32])[CH2:15]1)=[O:12])[CH2:6]2. The yield is 0.500.